Dataset: Reaction yield outcomes from USPTO patents with 853,638 reactions. Task: Predict the reaction yield, written as a fraction of the theoretical maximum amount of product (1.0 means a 100% yield; for example, 0.34 means a 34% yield). (1) The reactants are Br[C:2]1[CH:7]=[CH:6][C:5]([CH:8]([CH3:15])[CH2:9][NH:10][S:11]([CH3:14])(=[O:13])=[O:12])=[CH:4][CH:3]=1.[F:16][C:17]1[CH:18]=[C:19](B(O)O)[CH:20]=[CH:21][CH:22]=1.C(=O)([O-])[O-].[K+].[K+]. The catalyst is C1(C)C=CC=CC=1.C(OCC)(=O)C.Cl[Pd](Cl)([P](C1C=CC=CC=1)(C1C=CC=CC=1)C1C=CC=CC=1)[P](C1C=CC=CC=1)(C1C=CC=CC=1)C1C=CC=CC=1. The product is [F:16][C:17]1[CH:22]=[C:21]([C:2]2[CH:7]=[CH:6][C:5]([CH:8]([CH3:15])[CH2:9][NH:10][S:11]([CH3:14])(=[O:13])=[O:12])=[CH:4][CH:3]=2)[CH:20]=[CH:19][CH:18]=1. The yield is 0.0900. (2) The reactants are FC1C=CC(NC(=O)NC2C=CC(C3C=C4C(CN([C@@H](C(C)C)C(O)=O)C4=O)=CC=3)=CC=2)=CC=1.[F:35][C:36]1[CH:41]=[CH:40][CH:39]=[C:38]([F:42])[C:37]=1[NH:43][C:44](=[O:70])[NH:45][C:46]1[CH:51]=[CH:50][C:49]([C:52]2[CH:60]=[C:59]3[C:55]([CH2:56][N:57]([C@@H:62]([CH:67]([CH3:69])[CH3:68])[C:63]([O:65]C)=[O:64])[C:58]3=[O:61])=[CH:54][CH:53]=2)=[CH:48][CH:47]=1. No catalyst specified. The product is [F:35][C:36]1[CH:41]=[CH:40][CH:39]=[C:38]([F:42])[C:37]=1[NH:43][C:44](=[O:70])[NH:45][C:46]1[CH:51]=[CH:50][C:49]([C:52]2[CH:60]=[C:59]3[C:55]([CH2:56][N:57]([C@@H:62]([CH:67]([CH3:68])[CH3:69])[C:63]([OH:65])=[O:64])[C:58]3=[O:61])=[CH:54][CH:53]=2)=[CH:48][CH:47]=1. The yield is 0.900.